Dataset: Full USPTO retrosynthesis dataset with 1.9M reactions from patents (1976-2016). Task: Predict the reactants needed to synthesize the given product. (1) Given the product [OH:2][CH2:3][CH2:4][N+:5]([O-:6])=[CH:13][C:12]1[CH:15]=[CH:16][C:17]([S:19]([OH:22])(=[O:20])=[O:21])=[CH:18][C:11]=1[S:7]([OH:10])(=[O:9])=[O:8], predict the reactants needed to synthesize it. The reactants are: Cl.[OH:2][CH2:3][CH2:4][NH:5][OH:6].[S:7]([C:11]1[CH:18]=[C:17]([S:19]([OH:22])(=[O:21])=[O:20])[CH:16]=[CH:15][C:12]=1[CH:13]=O)([OH:10])(=[O:9])=[O:8]. (2) The reactants are: [CH2:1]([O:3][C:4](=[O:20])[CH:5]=[CH:6][C:7]1[CH:12]=[CH:11][CH:10]=[C:9]([CH:13]=[CH:14][C:15]([O:17][CH2:18][CH3:19])=[O:16])[CH:8]=1)[CH3:2]. Given the product [CH2:1]([O:3][C:4](=[O:20])[CH2:5][CH2:6][C:7]1[CH:12]=[CH:11][CH:10]=[C:9]([CH2:13][CH2:14][C:15]([O:17][CH2:18][CH3:19])=[O:16])[CH:8]=1)[CH3:2], predict the reactants needed to synthesize it.